Dataset: Forward reaction prediction with 1.9M reactions from USPTO patents (1976-2016). Task: Predict the product of the given reaction. Given the reactants F[C:2]1[N:7]2[CH:8]=[C:9]([CH2:11][N:12]3[C@H:25]4[C@H:16]([CH2:17][CH2:18][C:19]5[C:24]4=[N:23][CH:22]=[CH:21][CH:20]=5)[CH2:15][CH2:14][CH2:13]3)[N:10]=[C:6]2[CH:5]=[CH:4][CH:3]=1.[CH3:26][N:27]([CH3:32])[CH2:28][CH2:29][NH:30][CH3:31], predict the reaction product. The product is: [N:12]1([CH2:11][C:9]2[N:10]=[C:6]3[CH:5]=[CH:4][CH:3]=[C:2]([N:30]([CH3:31])[CH2:29][CH2:28][N:27]([CH3:32])[CH3:26])[N:7]3[CH:8]=2)[C@H:25]2[C@H:16]([CH2:17][CH2:18][C:19]3[C:24]2=[N:23][CH:22]=[CH:21][CH:20]=3)[CH2:15][CH2:14][CH2:13]1.